This data is from Catalyst prediction with 721,799 reactions and 888 catalyst types from USPTO. The task is: Predict which catalyst facilitates the given reaction. (1) Reactant: Br[C:2]1[S:6][C:5]([C:7]([O:9][C:10]([CH3:13])([CH3:12])[CH3:11])=[O:8])=[N:4][CH:3]=1.C([Sn](CCCC)(CCCC)[C:19]1[CH:24]=[CH:23][CH:22]=[CH:21][N:20]=1)CCC.O1C=CC=C1P(C1OC=CC=1)C1OC=CC=1. Product: [N:20]1[CH:21]=[CH:22][CH:23]=[CH:24][C:19]=1[C:2]1[S:6][C:5]([C:7]([O:9][C:10]([CH3:13])([CH3:12])[CH3:11])=[O:8])=[N:4][CH:3]=1. The catalyst class is: 62. (2) Reactant: [CH2:1]([O:3][C:4]([C:6]1[C:11]([OH:12])=[CH:10][C:9](=[O:13])[NH:8][CH:7]=1)=[O:5])[CH3:2].[N+:14]([O-])([OH:16])=[O:15]. Product: [CH2:1]([O:3][C:4]([C:6]1[C:11]([OH:12])=[C:10]([N+:14]([O-:16])=[O:15])[C:9](=[O:13])[NH:8][CH:7]=1)=[O:5])[CH3:2]. The catalyst class is: 65. (3) Reactant: [CH3:1][CH:2]([CH2:11][CH3:12])[CH2:3][CH:4]=[CH:5][C:6]([O:8][CH2:9][CH3:10])=[O:7].C1CCN2C(=NCCC2)CC1.[N+:24]([CH3:27])([O-:26])=[O:25]. Product: [CH3:1][CH:2]([CH2:11][CH3:12])[CH2:3][CH:4]([CH2:27][N+:24]([O-:26])=[O:25])[CH2:5][C:6]([O:8][CH2:9][CH3:10])=[O:7]. The catalyst class is: 10. (4) Reactant: [C:1](#[N:5])[CH:2]([CH3:4])[CH3:3].C[Si]([N-][Si](C)(C)C)(C)C.[K+].Cl[C:17]1[CH:22]=[CH:21][CH:20]=[C:19]([Cl:23])[N:18]=1. Product: [Cl:23][C:19]1[N:18]=[C:17]([C:2]([CH3:4])([CH3:3])[C:1]#[N:5])[CH:22]=[CH:21][CH:20]=1. The catalyst class is: 715. (5) Reactant: [Br:1][C:2]1[CH:10]=[CH:9][C:5]([CH2:6][C:7]#[N:8])=[CH:4][CH:3]=1.II.Cl. Product: [Br:1][C:2]1[CH:10]=[CH:9][C:5](/[C:6](/[C:7]#[N:8])=[C:6](\[C:5]2[CH:9]=[CH:10][C:2]([Br:1])=[CH:3][CH:4]=2)/[C:7]#[N:8])=[CH:4][CH:3]=1. The catalyst class is: 1.